Dataset: Forward reaction prediction with 1.9M reactions from USPTO patents (1976-2016). Task: Predict the product of the given reaction. (1) Given the reactants [F:1][C:2]([F:27])([F:26])[C:3]1[CH:8]=[CH:7][C:6]([C:9]([C:16]2[CH:21]=[CH:20][C:19]([C:22]([F:25])([F:24])[F:23])=[CH:18][CH:17]=2)=[CH:10][C:11](OCC)=O)=[CH:5][CH:4]=1.[H-].C([Al+]CC(C)C)C(C)C.C1(C)C=CC=CC=1.O.O.O.O.C(C(C(C([O-])=O)O)O)([O-])=O.[K+].[Na+].CC(C)([O-])C.[K+].[CH3:67][CH2:68][O:69][C:70]([CH:72](P(OCC)(OCC)=O)[CH3:73])=[O:71].[Cl-].[NH4+], predict the reaction product. The product is: [F:1][C:2]([F:26])([F:27])[C:3]1[CH:8]=[CH:7][C:6]([C:9]([C:16]2[CH:21]=[CH:20][C:19]([C:22]([F:25])([F:24])[F:23])=[CH:18][CH:17]=2)=[CH:10]/[CH:11]=[C:72](\[CH3:73])/[C:70]([O:69][CH2:68][CH3:67])=[O:71])=[CH:5][CH:4]=1. (2) The product is: [C:18]([O:17][C:15]([N:22]1[CH2:27][CH2:26][CH:25]([NH:28][C:12]([NH:11][C:2]2[CH:3]=[CH:4][C:5]3[C:10](=[CH:9][CH:8]=[CH:7][CH:6]=3)[CH:1]=2)=[O:13])[CH2:24][CH2:23]1)=[O:16])([CH3:21])([CH3:19])[CH3:20]. Given the reactants [CH:1]1[C:10]2[C:5](=[CH:6][CH:7]=[CH:8][CH:9]=2)[CH:4]=[CH:3][C:2]=1[N:11]=[C:12]=[O:13].Cl.[C:15]([N:22]1[CH2:27][CH2:26][CH:25]([NH2:28])[CH2:24][CH2:23]1)([O:17][C:18]([CH3:21])([CH3:20])[CH3:19])=[O:16].C(N(CC)CC)C, predict the reaction product.